From a dataset of Catalyst prediction with 721,799 reactions and 888 catalyst types from USPTO. Predict which catalyst facilitates the given reaction. (1) Reactant: [NH2:1][C:2]1[C:3]2[C:10]([C:11]3[CH:16]=[CH:15][C:14]([NH:17][C:18](=[O:26])[O:19][C:20]4[CH:25]=[CH:24][CH:23]=[CH:22]C=4)=[C:13]([O:27][CH3:28])[CH:12]=3)=[CH:9][N:8]([CH:29]3[CH2:34][CH2:33][O:32][CH2:31][CH2:30]3)[C:4]=2[N:5]=[CH:6][N:7]=1.CC1[O:40][N:39]=C(CO)C=1. Product: [NH2:1][C:2]1[C:3]2[C:10]([C:11]3[CH:16]=[CH:15][C:14]([NH:17][C:18](=[O:26])[O:19][CH2:20][C:25]4[CH:24]=[C:23]([CH3:22])[O:40][N:39]=4)=[C:13]([O:27][CH3:28])[CH:12]=3)=[CH:9][N:8]([CH:29]3[CH2:30][CH2:31][O:32][CH2:33][CH2:34]3)[C:4]=2[N:5]=[CH:6][N:7]=1. The catalyst class is: 17. (2) Reactant: S(=O)(=O)(O)O.[N:6]1[CH:7]=[N:8][N:9]2[CH:14]=[C:13]([C:15]3[CH:16]=[C:17]([CH:31]=[CH:32][CH:33]=3)[CH2:18][NH:19][CH2:20][CH:21]([C:23]3[CH:28]=[CH:27][C:26]([Cl:29])=[C:25]([Cl:30])[CH:24]=3)O)[CH:12]=[CH:11][C:10]=12.[NH4+].[OH-].CS(O)(=O)=O. Product: [N:6]1[CH:7]=[N:8][N:9]2[CH:14]=[C:13]([C:15]3[CH:16]=[C:17]4[C:31]([CH:21]([C:23]5[CH:28]=[CH:27][C:26]([Cl:29])=[C:25]([Cl:30])[CH:24]=5)[CH2:20][NH:19][CH2:18]4)=[CH:32][CH:33]=3)[CH:12]=[CH:11][C:10]=12.[N:6]1[CH:7]=[N:8][N:9]2[CH:14]=[C:13]([C:15]3[CH:16]=[C:17]4[C:31]([CH:21]([C:23]5[CH:28]=[CH:27][C:26]([Cl:29])=[C:25]([Cl:30])[CH:24]=5)[CH2:20][NH:19][CH2:18]4)=[CH:32][CH:33]=3)[CH:12]=[CH:11][C:10]=12. The catalyst class is: 91. (3) Reactant: [F:1][C:2]1[CH:3]=[N:4][C:5]([O:12][C:13]2[CH:18]=[CH:17][C:16]([F:19])=[CH:15][CH:14]=2)=[C:6]([CH:11]=1)[C:7]([O:9]C)=[O:8].[OH-].[Na+].Cl. The catalyst class is: 24. Product: [F:1][C:2]1[CH:3]=[N:4][C:5]([O:12][C:13]2[CH:18]=[CH:17][C:16]([F:19])=[CH:15][CH:14]=2)=[C:6]([CH:11]=1)[C:7]([OH:9])=[O:8].